Task: Predict the product of the given reaction.. Dataset: Forward reaction prediction with 1.9M reactions from USPTO patents (1976-2016) (1) Given the reactants C[O:2][C:3]1[CH:8]=[C:7]([C:9]2[CH:14]=[CH:13][C:12]([O:15][C:16]([F:19])([F:18])[F:17])=[CH:11][C:10]=2[CH3:20])[CH:6]=[CH:5][N:4]=1.Cl, predict the reaction product. The product is: [CH3:20][C:10]1[CH:11]=[C:12]([O:15][C:16]([F:17])([F:18])[F:19])[CH:13]=[CH:14][C:9]=1[C:7]1[CH:6]=[CH:5][NH:4][C:3](=[O:2])[CH:8]=1. (2) Given the reactants [C:1]([NH:5][C:6]([C:8]1[C:16]2[C:11](=[N:12][CH:13]=[C:14]([NH:17][C:18]3[CH:23]=[CH:22][C:21]([S:24]([CH3:27])(=[O:26])=[O:25])=[CH:20][CH:19]=3)[N:15]=2)[N:10](COCC[Si](C)(C)C)[CH:9]=1)=[O:7])([CH3:4])([CH3:3])[CH3:2].FC(F)(F)C(O)=O, predict the reaction product. The product is: [C:1]([NH:5][C:6]([C:8]1[C:16]2[C:11](=[N:12][CH:13]=[C:14]([NH:17][C:18]3[CH:19]=[CH:20][C:21]([S:24]([CH3:27])(=[O:26])=[O:25])=[CH:22][CH:23]=3)[N:15]=2)[NH:10][CH:9]=1)=[O:7])([CH3:4])([CH3:3])[CH3:2]. (3) Given the reactants C([O-])([O-])=O.[Cs+].[Cs+].[Cl:7][C:8]1[C:9]2[CH:16]=[CH:15][NH:14][C:10]=2[N:11]=[CH:12][N:13]=1.I[CH:18]([CH3:20])[CH3:19], predict the reaction product. The product is: [Cl:7][C:8]1[C:9]2[CH:16]=[CH:15][N:14]([CH:18]([CH3:20])[CH3:19])[C:10]=2[N:11]=[CH:12][N:13]=1. (4) Given the reactants Cl.[NH2:2][OH:3].C(=O)(O)[O-].[Na+].[O:9]=[C:10]1[C:19]2[CH:18]=[CH:17][CH:16]=[C:15]([C:20]#[N:21])[C:14]=2[CH:13]=[CH:12][NH:11]1, predict the reaction product. The product is: [OH:3][NH:2][C:20]([C:15]1[C:14]2[CH:13]=[CH:12][NH:11][C:10](=[O:9])[C:19]=2[CH:18]=[CH:17][CH:16]=1)=[NH:21]. (5) Given the reactants Cl.[CH3:2][C:3]1[C:8]([CH3:9])=[CH:7][C:6]([CH3:10])=[C:5]([CH2:11][CH:12]=[CH2:13])[C:4]=1[OH:14].C(=O)([O-])O.[Na+], predict the reaction product. The product is: [CH3:13][CH:12]1[CH2:11][C:5]2[C:6]([CH3:10])=[CH:7][C:8]([CH3:9])=[C:3]([CH3:2])[C:4]=2[O:14]1.